From a dataset of Catalyst prediction with 721,799 reactions and 888 catalyst types from USPTO. Predict which catalyst facilitates the given reaction. (1) Reactant: [F:1][C:2]1[C:7]([F:8])=[CH:6][CH:5]=[CH:4][C:3]=1[C:9]1([OH:20])[CH2:12][N:11](C(OC(C)(C)C)=O)[CH2:10]1.FC(F)(F)C(O)=O. Product: [F:1][C:2]1[C:7]([F:8])=[CH:6][CH:5]=[CH:4][C:3]=1[C:9]1([OH:20])[CH2:12][NH:11][CH2:10]1. The catalyst class is: 4. (2) Reactant: [C:1]([C:4]1[CH:5]=[N:6][CH:7]=[C:8]([Br:10])[CH:9]=1)(=[O:3])[CH3:2].[Br:11]Br. Product: [Br:11][CH2:2][C:1]([C:4]1[CH:5]=[N:6][CH:7]=[C:8]([Br:10])[CH:9]=1)=[O:3]. The catalyst class is: 201. (3) Reactant: C([O:8][C:9]1[CH:14]=[CH:13][C:12]([CH2:15][CH3:16])=[C:11]([O:17][CH2:18][O:19][CH3:20])[CH:10]=1)C1C=CC=CC=1. Product: [CH2:15]([C:12]1[CH:13]=[CH:14][C:9]([OH:8])=[CH:10][C:11]=1[O:17][CH2:18][O:19][CH3:20])[CH3:16]. The catalyst class is: 349. (4) Reactant: [Br:1][C:2]1[CH:7]=[CH:6][C:5]([CH:8]2[CH2:12][CH2:11][CH2:10][NH:9]2)=[CH:4][CH:3]=1.[CH:13](O)=O.C=O. Product: [Br:1][C:2]1[CH:3]=[CH:4][C:5]([CH:8]2[CH2:12][CH2:11][CH2:10][N:9]2[CH3:13])=[CH:6][CH:7]=1. The catalyst class is: 6. (5) Reactant: [CH3:1][N:2]1[CH:6]([C:7]([O:9][C:10]([CH3:13])([CH3:12])[CH3:11])=[O:8])[CH2:5][NH:4][C:3]1=[O:14].Br[C:16]1[CH:17]=[N:18][CH:19]=[N:20][CH:21]=1.C(=O)([O-])[O-].[Cs+].[Cs+].CC1(C)C2C(=C(P(C3C=CC=CC=3)C3C=CC=CC=3)C=CC=2)OC2C(P(C3C=CC=CC=3)C3C=CC=CC=3)=CC=CC1=2. Product: [CH3:1][N:2]1[CH:6]([C:7]([O:9][C:10]([CH3:11])([CH3:13])[CH3:12])=[O:8])[CH2:5][N:4]([C:16]2[CH:17]=[N:18][CH:19]=[N:20][CH:21]=2)[C:3]1=[O:14]. The catalyst class is: 333. (6) Reactant: [C:1]1(C)[CH:6]=[CH:5]C=[CH:3][CH:2]=1.[CH2:8]([OH:10])[CH3:9].[Br:11][C:12]1[CH:17]=[CH:16][C:15](I)=[CH:14][C:13]=1[CH3:19].C([O-])([O-])=O.[Na+].[Na+]. Product: [Br:11][C:12]1[CH:17]=[CH:16][C:15]([C:5]2[CH:6]=[CH:1][CH:2]=[CH:3][C:9]=2[CH2:8][OH:10])=[CH:14][C:13]=1[CH3:19]. The catalyst class is: 28. (7) Reactant: C1COCC1.[CH3:6][N:7]([CH3:40])[C:8]1[CH:13]=[CH:12][C:11]([C:14]2[C:19]([N:20]3[CH2:26][C:25]([CH3:28])([CH3:27])[C:24](=O)[N:23]([C:30]4[CH:35]=[CH:34][C:33]([O:36][CH3:37])=[CH:32][CH:31]=4)[CH2:22][CH2:21]3)=[CH:18][CH:17]=[C:16]([O:38][CH3:39])[N:15]=2)=[CH:10][CH:9]=1.[H-].[Al+3].[Li+].[H-].[H-].[H-].[OH-].[Na+]. Product: [CH3:39][O:38][C:16]1[N:15]=[C:14]([C:11]2[CH:10]=[CH:9][C:8]([N:7]([CH3:40])[CH3:6])=[CH:13][CH:12]=2)[C:19]([N:20]2[CH2:26][C:25]([CH3:28])([CH3:27])[CH2:24][N:23]([C:30]3[CH:35]=[CH:34][C:33]([O:36][CH3:37])=[CH:32][CH:31]=3)[CH2:22][CH2:21]2)=[CH:18][CH:17]=1. The catalyst class is: 6.